This data is from Reaction yield outcomes from USPTO patents with 853,638 reactions. The task is: Predict the reaction yield, written as a fraction of the theoretical maximum amount of product (1.0 means a 100% yield; for example, 0.34 means a 34% yield). (1) The catalyst is C(O)(=O)C.ClCCCl.CO. The yield is 0.100. The product is [CH2:25]([NH:1][CH:2]1[CH2:7][CH2:6][N:5]([C:8]2[N:16]=[CH:15][N:14]=[C:13]3[C:9]=2[NH:10][C:11](=[O:17])[NH:12]3)[CH2:4][CH2:3]1)[CH2:24][C:18]1[CH:23]=[CH:22][CH:21]=[CH:20][CH:19]=1. The reactants are [NH2:1][CH:2]1[CH2:7][CH2:6][N:5]([C:8]2[N:16]=[CH:15][N:14]=[C:13]3[C:9]=2[NH:10][C:11](=[O:17])[NH:12]3)[CH2:4][CH2:3]1.[C:18]1([CH2:24][CH:25]=O)[CH:23]=[CH:22][CH:21]=[CH:20][CH:19]=1.[BH-](OC(C)=O)(OC(C)=O)OC(C)=O.[Na+]. (2) The reactants are [CH2:1]([N:6]1[C:14]2[N:13]=[CH:12][NH:11][C:10]=2[C:9](=[O:15])[NH:8]/[C:7]/1=[N:16]\[NH2:17])[CH2:2][CH2:3][CH2:4][CH3:5].[C:18]([NH:28][CH2:29][C:30](O)=[O:31])([O:20][CH2:21][C:22]1[CH:27]=[CH:26][CH:25]=[CH:24][CH:23]=1)=[O:19].F[P-](F)(F)(F)(F)F.N1(O[P+](N(C)C)(N(C)C)N(C)C)C2C=CC=CC=2N=N1.C(N(CC)CC)C. The catalyst is CN(C=O)C.CCOC(C)=O. The product is [O:31]=[C:30]([NH:17]/[N:16]=[C:7]1\[NH:8][C:9](=[O:15])[C:10]2[NH:11][CH:12]=[N:13][C:14]=2[N:6]\1[CH2:1][CH2:2][CH2:3][CH2:4][CH3:5])[CH2:29][NH:28][C:18](=[O:19])[O:20][CH2:21][C:22]1[CH:23]=[CH:24][CH:25]=[CH:26][CH:27]=1. The yield is 0.860. (3) The reactants are [F:1][C:2]1[CH:10]=[C:9]2[C:5]([CH:6]=[C:7]([C:11]([CH3:23])([CH3:22])[C:12](OCC3C=CC=CC=3)=[O:13])[NH:8]2)=[CH:4][C:3]=1[N+:24]([O-:26])=[O:25].CC(C[AlH]CC(C)C)C. The catalyst is C(Cl)Cl. The product is [F:1][C:2]1[CH:10]=[C:9]2[C:5]([CH:6]=[C:7]([C:11]([CH3:23])([CH3:22])[CH2:12][OH:13])[NH:8]2)=[CH:4][C:3]=1[N+:24]([O-:26])=[O:25]. The yield is 0.770. (4) The reactants are [O:1]=[C:2]1[NH:7][C:6]2[CH:8]=[C:9]([CH2:12][N:13]3[CH2:18][CH2:17][N:16]([C:19]4[CH:27]=[CH:26][C:22]([C:23](O)=[O:24])=[CH:21][N:20]=4)[CH2:15][CH2:14]3)[CH:10]=[N:11][C:5]=2[N:4]2[CH2:28][CH2:29][CH2:30][C@@H:3]12.[CH:31]1([NH2:34])[CH2:33][CH2:32]1.CCN(C(C)C)C(C)C.CN(C(ON1N=NC2C=CC=NC1=2)=[N+](C)C)C.F[P-](F)(F)(F)(F)F. The catalyst is CN(C=O)C. The product is [CH:31]1([NH:34][C:23](=[O:24])[C:22]2[CH:26]=[CH:27][C:19]([N:16]3[CH2:17][CH2:18][N:13]([CH2:12][C:9]4[CH:10]=[N:11][C:5]5[N:4]6[CH2:28][CH2:29][CH2:30][C@H:3]6[C:2](=[O:1])[NH:7][C:6]=5[CH:8]=4)[CH2:14][CH2:15]3)=[N:20][CH:21]=2)[CH2:33][CH2:32]1. The yield is 0.737.